This data is from HIV replication inhibition screening data with 41,000+ compounds from the AIDS Antiviral Screen. The task is: Binary Classification. Given a drug SMILES string, predict its activity (active/inactive) in a high-throughput screening assay against a specified biological target. (1) The molecule is O=C1c2ccccc2S(=O)(=O)c2ccccc21. The result is 1 (active). (2) The drug is O=Nc1ccccc1N=O. The result is 0 (inactive). (3) The drug is Cc1cc(S(=O)(=O)Nc2nnc3ccc4ccccc4n23)c(S)cc1Cl. The result is 0 (inactive). (4) The compound is COC1(C)CC2N(C(=O)c3ccccc3)N=C(c3ccccc3)CC2(C)O1. The result is 0 (inactive). (5) The molecule is CC(C)CCCC(C)C1CCC2C3CCC4CC(CCC=C(c5cc(Cl)c(O)c(C(=O)O)c5)c5cc(Cl)c(O)c(C(=O)O)c5)CCC4(C)C3CCC12C.[CaH2]. The result is 0 (inactive). (6) The molecule is CC1CCCCc2nc3c(c(=O)n21)CCCC3. The result is 0 (inactive). (7) The compound is COC(=O)C(Cc1ccc(O)c(Br)c1)NC(=O)C(Cc1ccc(O)cc1)NC(=O)OC(C)(C)C. The result is 0 (inactive). (8) The result is 0 (inactive). The molecule is CN(C)c1ccc(C=NNC2=NC(=Cc3ccco3)C(=O)N2)cc1. (9) The molecule is CCOC(=O)C1C(NC(N)=O)N(Cc2ccccc2)C(=O)N1Cc1ccccc1. The result is 0 (inactive).